Predict the reaction yield, written as a fraction of the theoretical maximum amount of product (1.0 means a 100% yield; for example, 0.34 means a 34% yield). From a dataset of Reaction yield outcomes from USPTO patents with 853,638 reactions. The reactants are [H-].[Al+3].[Li+].[H-].[H-].[H-].[CH3:7][O:8][C:9]1[CH:10]=[C:11]([CH:14]=[CH:15][CH:16]=1)[C:12]#[N:13]. The catalyst is C(OCC)C. The product is [CH3:7][O:8][C:9]1[CH:10]=[C:11]([CH:14]=[CH:15][CH:16]=1)[CH2:12][NH2:13]. The yield is 0.930.